This data is from Forward reaction prediction with 1.9M reactions from USPTO patents (1976-2016). The task is: Predict the product of the given reaction. (1) Given the reactants [CH3:1][O:2][CH2:3][CH2:4][C:5]([N:7]([CH3:23])[C:8]1[CH:13]=[C:12]([CH2:14][O:15]C2CCCCO2)[CH:11]=[CH:10][C:9]=1[CH3:22])=[O:6].C1(C)C=CC(S([O-])(=O)=O)=CC=1.[NH+]1C=CC=CC=1, predict the reaction product. The product is: [OH:15][CH2:14][C:12]1[CH:11]=[CH:10][C:9]([CH3:22])=[C:8]([N:7]([CH3:23])[C:5](=[O:6])[CH2:4][CH2:3][O:2][CH3:1])[CH:13]=1. (2) Given the reactants [NH2:1][C:2]1[CH:9]=[CH:8][C:5]([C:6]#[N:7])=[CH:4][CH:3]=1.Cl[C:11]1[C:20]2[C:15](=[C:16]([N+:22]([O-:24])=[O:23])[C:17]([CH3:21])=[CH:18][CH:19]=2)[CH:14]=[CH:13][N:12]=1.C(O)(C(F)(F)F)=O, predict the reaction product. The product is: [CH3:21][C:17]1[C:16]([N+:22]([O-:24])=[O:23])=[C:15]2[C:20](=[CH:19][CH:18]=1)[C:11]([NH:1][C:2]1[CH:9]=[CH:8][C:5]([C:6]#[N:7])=[CH:4][CH:3]=1)=[N:12][CH:13]=[CH:14]2. (3) The product is: [CH3:2][O:3][C:4]1[CH:5]=[CH:6][C:7]([C:10]([CH:12]2[CH2:17][CH2:16][N:15]([CH:26]3[CH2:30][CH2:29][N:28]([CH2:31][C:32]([O:34][CH2:35][CH3:36])=[O:33])[C:27]3=[O:37])[CH2:14][CH2:13]2)=[O:11])=[CH:8][CH:9]=1. Given the reactants Cl.[CH3:2][O:3][C:4]1[CH:9]=[CH:8][C:7]([C:10]([CH:12]2[CH2:17][CH2:16][NH:15][CH2:14][CH2:13]2)=[O:11])=[CH:6][CH:5]=1.C(N(CC)CC)C.Br[CH:26]1[CH2:30][CH2:29][N:28]([CH2:31][C:32]([O:34][CH2:35][CH3:36])=[O:33])[C:27]1=[O:37], predict the reaction product. (4) Given the reactants [NH2:1][C:2]1[C:7]([C:8]([F:11])([F:10])[F:9])=[CH:6][CH:5]=[CH:4][C:3]=1[C:12]([C:14]1[CH:19]=[CH:18][CH:17]=[C:16]([OH:20])[CH:15]=1)=O.[F:21][C:22]([F:33])([F:32])[C:23]1[CH:24]=[C:25]([CH2:29][CH:30]=O)[CH:26]=[CH:27][CH:28]=1, predict the reaction product. The product is: [F:9][C:8]([F:11])([F:10])[C:7]1[CH:6]=[CH:5][CH:4]=[C:3]2[C:2]=1[N:1]=[CH:30][C:29]([C:25]1[CH:26]=[CH:27][CH:28]=[C:23]([C:22]([F:21])([F:32])[F:33])[CH:24]=1)=[C:12]2[C:14]1[CH:15]=[C:16]([OH:20])[CH:17]=[CH:18][CH:19]=1. (5) Given the reactants [F:1][CH:2]([F:28])[O:3][C:4]1[CH:9]=[CH:8][C:7]([C:10]2[CH:15]=[CH:14][C:13]([N:16]([CH2:18][C:19]3[CH:20]=[C:21]([C:25]([OH:27])=O)[O:22][C:23]=3[CH3:24])[CH3:17])=[CH:12][CH:11]=2)=[CH:6][CH:5]=1.[CH3:29][C:30]1[CH:35]=[CH:34][CH:33]=[CH:32][C:31]=1[S:36]([NH2:39])(=[O:38])=[O:37].Cl.CN(C)CCCN=C=NCC, predict the reaction product. The product is: [F:28][CH:2]([F:1])[O:3][C:4]1[CH:5]=[CH:6][C:7]([C:10]2[CH:15]=[CH:14][C:13]([N:16]([CH2:18][C:19]3[CH:20]=[C:21]([C:25]([NH:39][S:36]([C:31]4[CH:32]=[CH:33][CH:34]=[CH:35][C:30]=4[CH3:29])(=[O:37])=[O:38])=[O:27])[O:22][C:23]=3[CH3:24])[CH3:17])=[CH:12][CH:11]=2)=[CH:8][CH:9]=1. (6) Given the reactants Cl.[CH:2]1([CH2:5][NH:6][C:7](=[O:15])[CH:8]=[C:9]2[CH2:14][CH2:13][NH:12][CH2:11][CH2:10]2)[CH2:4][CH2:3]1.[F:16][C:17]1[CH:31]=[CH:30][C:20]([CH:21](Cl)[C:22]2[CH:27]=[CH:26][C:25]([F:28])=[CH:24][CH:23]=2)=[CH:19][CH:18]=1.C([O-])([O-])=O.[K+].[K+], predict the reaction product. The product is: [F:16][C:17]1[CH:18]=[CH:19][C:20]([CH:21]([C:22]2[CH:27]=[CH:26][C:25]([F:28])=[CH:24][CH:23]=2)[N:12]2[CH2:13][CH2:14][C:9](=[CH:8][C:7]([NH:6][CH2:5][CH:2]3[CH2:4][CH2:3]3)=[O:15])[CH2:10][CH2:11]2)=[CH:30][CH:31]=1. (7) Given the reactants [OH:1][C:2]1[CH:7]=[C:6]([OH:8])[CH:5]=[CH:4][C:3]=1[C:9]([C:11]1[CH:16]=[CH:15][C:14]([OH:17])=[CH:13][CH:12]=1)=[O:10].C(=O)([O-])[O-].[K+].[K+].[CH2:24](Br)[C:25]1[CH:30]=[CH:29][CH:28]=[CH:27][CH:26]=1, predict the reaction product. The product is: [CH2:24]([O:8][C:6]1[CH:5]=[CH:4][C:3]([C:9]([C:11]2[CH:16]=[CH:15][C:14]([O:17][CH2:9][C:3]3[CH:4]=[CH:5][CH:6]=[CH:7][CH:2]=3)=[CH:13][CH:12]=2)=[O:10])=[C:2]([OH:1])[CH:7]=1)[C:25]1[CH:30]=[CH:29][CH:28]=[CH:27][CH:26]=1.